From a dataset of Full USPTO retrosynthesis dataset with 1.9M reactions from patents (1976-2016). Predict the reactants needed to synthesize the given product. Given the product [CH:1]1([CH2:4][O:5][C:6]2[N:11]=[C:10]([C:12]([N:26]3[CH2:27][C@@H:22]4[CH2:28][C@H:25]3[CH2:24][S:23]4)=[O:14])[CH:9]=[CH:8][C:7]=2[N:15]2[CH2:18][C:17]([F:20])([F:19])[CH2:16]2)[CH2:2][CH2:3]1, predict the reactants needed to synthesize it. The reactants are: [CH:1]1([CH2:4][O:5][C:6]2[N:11]=[C:10]([C:12]([OH:14])=O)[CH:9]=[CH:8][C:7]=2[N:15]2[CH2:18][C:17]([F:20])([F:19])[CH2:16]2)[CH2:3][CH2:2]1.Cl.[C@H:22]12[CH2:28][C@H:25]([NH:26][CH2:27]1)[CH2:24][S:23]2.CN(C(ON1N=NC2C=CC=CC1=2)=[N+](C)C)C.[B-](F)(F)(F)F.CCN(C(C)C)C(C)C.